This data is from Full USPTO retrosynthesis dataset with 1.9M reactions from patents (1976-2016). The task is: Predict the reactants needed to synthesize the given product. (1) Given the product [CH:9]1[CH:10]=[C:11]([Cl:12])[C:6]([Cl:5])=[C:7]([C:13]2[N:16]=[N:17][C:18]([NH2:20])=[N:19][C:14]=2[NH2:15])[CH:8]=1, predict the reactants needed to synthesize it. The reactants are: C(O)CC.[Cl:5][C:6]1[C:11]([Cl:12])=[CH:10][CH:9]=[CH:8][C:7]=1[CH:13]([NH:16][NH:17][C:18]([NH2:20])=[NH:19])[C:14]#[N:15].C. (2) Given the product [Cl:1][C:2]1[CH:3]=[CH:4][C:5]2[N:6]=[CH:7][N:8]=[C:9]([NH:26][C:25]3[CH:27]=[CH:28][C:22]([O:21][C:20]([F:19])([F:29])[F:30])=[CH:23][CH:24]=3)[C:10]=2[N:11]=1, predict the reactants needed to synthesize it. The reactants are: [Cl:1][C:2]1[CH:3]=[CH:4][C:5]2[N:6]=[CH:7][N:8]=[C:9](OC3CCOCC3)[C:10]=2[N:11]=1.[F:19][C:20]([F:30])([F:29])[O:21][C:22]1[CH:28]=[CH:27][C:25]([NH2:26])=[CH:24][CH:23]=1.C([O-])(=O)C.[Na+]. (3) Given the product [CH3:1][C:2]1[CH:7]=[CH:6][C:5]([C:8]2[C:16]3[O:15][CH:14]([CH2:17][NH:36][CH3:35])[CH2:13][C:12]=3[CH:11]=[C:10]([C:29]3[CH:34]=[CH:33][CH:32]=[CH:31][CH:30]=3)[CH:9]=2)=[CH:4][CH:3]=1, predict the reactants needed to synthesize it. The reactants are: [CH3:1][C:2]1[CH:7]=[CH:6][C:5]([C:8]2[C:16]3[O:15][CH:14]([CH2:17]OS(C4C=CC(C)=CC=4)(=O)=O)[CH2:13][C:12]=3[CH:11]=[C:10]([C:29]3[CH:34]=[CH:33][CH:32]=[CH:31][CH:30]=3)[CH:9]=2)=[CH:4][CH:3]=1.[CH3:35][NH2:36]. (4) Given the product [F:20][CH:2]([F:1])[O:3][C:4]1[CH:5]=[CH:6][C:7]([N:10]2[CH:14]=[C:13]([C:15]([OH:17])=[O:16])[N:12]=[N:11]2)=[CH:8][CH:9]=1, predict the reactants needed to synthesize it. The reactants are: [F:1][CH:2]([F:20])[O:3][C:4]1[CH:9]=[CH:8][C:7]([N:10]2[CH:14]=[C:13]([C:15]([O:17]CC)=[O:16])[N:12]=[N:11]2)=[CH:6][CH:5]=1.CO.O.O.[OH-].[Li+]. (5) The reactants are: [CH3:1][CH:2]([CH:4]1[CH:9]=[C:8]2[CH2:10][CH2:11][CH:12]3[C:17]([C:19]([OH:21])=[O:20])([CH3:18])[CH2:16][CH2:15][CH2:14][C:13]3([CH3:22])[CH:7]2[CH2:6][CH2:5]1)[CH3:3]. Given the product [CH3:3][CH:2]([C:4]1[CH:5]=[CH:6][C:7]2[C@@:13]3([CH3:22])[CH2:14][CH2:15][CH2:16][C@:17]([C:19]([OH:21])=[O:20])([CH3:18])[C@@H:12]3[CH2:11][CH2:10][C:8]=2[CH:9]=1)[CH3:1], predict the reactants needed to synthesize it.